Predict the reaction yield, written as a fraction of the theoretical maximum amount of product (1.0 means a 100% yield; for example, 0.34 means a 34% yield). From a dataset of Reaction yield outcomes from USPTO patents with 853,638 reactions. (1) The reactants are C([N:8]1[CH2:13][CH2:12][C:11]([CH2:15][N:16]([CH2:23][CH2:24][CH:25]([CH3:27])[CH3:26])[C:17](=[O:22])[C:18]([F:21])([F:20])[F:19])([OH:14])[CH2:10][CH2:9]1)C1C=CC=CC=1.C(N(CC)CC)C.[CH3:35][O:36][C:37]1[CH:45]=[CH:44][C:40]([C:41]([OH:43])=O)=[CH:39][C:38]=1[C:46]([F:49])([F:48])[F:47].CN(C(ON1N=NC2C=CC=NC1=2)=[N+](C)C)C.F[P-](F)(F)(F)(F)F. The catalyst is CC(O)C.CN(C=O)C.[Pd]. The product is [F:21][C:18]([F:19])([F:20])[C:17]([N:16]([CH2:15][C:11]1([OH:14])[CH2:10][CH2:9][N:8]([C:41](=[O:43])[C:40]2[CH:44]=[CH:45][C:37]([O:36][CH3:35])=[C:38]([C:46]([F:49])([F:48])[F:47])[CH:39]=2)[CH2:13][CH2:12]1)[CH2:23][CH2:24][CH:25]([CH3:26])[CH3:27])=[O:22]. The yield is 0.560. (2) The reactants are [CH2:1]([C:3]1[C:4]([NH:21][CH:22]([CH2:25][CH3:26])[CH2:23][CH3:24])=[N:5][C:6]([CH2:19][CH3:20])=[C:7]([C:9]2[CH:14]=[CH:13][C:12]([O:15]C)=[CH:11][C:10]=2[O:17]C)[N:8]=1)[CH3:2].B(Br)(Br)Br. The catalyst is ClCCl. The product is [CH2:1]([C:3]1[C:4]([NH:21][CH:22]([CH2:25][CH3:26])[CH2:23][CH3:24])=[N:5][C:6]([CH2:19][CH3:20])=[C:7]([C:9]2[CH:14]=[CH:13][C:12]([OH:15])=[CH:11][C:10]=2[OH:17])[N:8]=1)[CH3:2]. The yield is 0.710. (3) The reactants are [N+:1]([C:4]1[C:8]2[CH:9]=[CH:10][CH:11]=[CH:12][C:7]=2[S:6][C:5]=1[S:13]([O-:16])(=[O:15])=[O:14])([O-:3])=[O:2].C(=O)([O-])[O-].[Ag+2:21].CCCCCC.C(OCC)(=O)C. The catalyst is C(#N)C.O. The product is [N+:1]([C:4]1[C:8]2[CH:9]=[CH:10][CH:11]=[CH:12][C:7]=2[S:6][C:5]=1[S:13]([O-:16])(=[O:14])=[O:15])([O-:3])=[O:2].[Ag+:21]. The yield is 0.982. (4) The reactants are [Cl:1][C:2]1[CH:3]=[C:4]([NH:16][C:17]2[C:26]3[C:21](=[CH:22][CH:23]=[C:24]([NH:27][C:28](=[O:38])[CH2:29]P(OCC)(OCC)=O)[CH:25]=3)[N:20]=[CH:19][N:18]=2)[CH:5]=[CH:6][C:7]=1[O:8][CH2:9][C:10]1[CH:15]=[CH:14][CH:13]=[CH:12][N:11]=1.C[Si]([N-][Si](C)(C)C)(C)C.[Li+].C1(C)C=CC=CC=1.[CH3:56][N:57]1[CH2:61][CH2:60][CH2:59][C@H:58]1[CH:62]=O. The catalyst is O1CCCC1. The product is [Cl:1][C:2]1[CH:3]=[C:4]([NH:16][C:17]2[C:26]3[C:21](=[CH:22][CH:23]=[C:24]([NH:27][C:28](=[O:38])/[CH:29]=[CH:62]/[C@@H:58]4[CH2:59][CH2:60][CH2:61][N:57]4[CH3:56])[CH:25]=3)[N:20]=[CH:19][N:18]=2)[CH:5]=[CH:6][C:7]=1[O:8][CH2:9][C:10]1[CH:15]=[CH:14][CH:13]=[CH:12][N:11]=1. The yield is 0.330. (5) The reactants are [O:1]1[C:3]2([CH2:8][CH2:7][S:6][CH2:5][CH2:4]2)[CH2:2]1.[OH:9][C:10]1[CH:15]=[C:14]([CH3:16])[C:13]([C:17]2[CH:22]=[CH:21][CH:20]=[C:19]([CH:23]=[O:24])[CH:18]=2)=[C:12]([CH3:25])[CH:11]=1.C(=O)([O-])[O-].[K+].[K+]. The catalyst is CN(C)C=O. The product is [OH:1][C:3]1([CH2:2][O:9][C:10]2[CH:15]=[C:14]([CH3:16])[C:13]([C:17]3[CH:22]=[CH:21][CH:20]=[C:19]([CH:23]=[O:24])[CH:18]=3)=[C:12]([CH3:25])[CH:11]=2)[CH2:8][CH2:7][S:6][CH2:5][CH2:4]1. The yield is 0.780. (6) The reactants are [Br:1][C:2]1[C:3]([C:15]([OH:17])=[O:16])=[C:4]([C:7](=[O:14])[C:8]2[CH:13]=[CH:12][N:11]=[CH:10][CH:9]=2)[S:5][CH:6]=1.[CH2:18](I)[CH3:19].C([O-])([O-])=O.[Cs+].[Cs+]. The catalyst is CC#N. The product is [Br:1][C:2]1[C:3]([C:15]([O:17][CH2:18][CH3:19])=[O:16])=[C:4]([C:7](=[O:14])[C:8]2[CH:9]=[CH:10][N:11]=[CH:12][CH:13]=2)[S:5][CH:6]=1. The yield is 0.900.